From a dataset of Full USPTO retrosynthesis dataset with 1.9M reactions from patents (1976-2016). Predict the reactants needed to synthesize the given product. (1) Given the product [ClH:46].[ClH:46].[NH2:37][C:13]([CH2:27][CH2:28][N:29]1[CH2:30][CH2:31][CH:32]([CH2:35][OH:36])[CH2:33][CH2:34]1)([CH2:14][CH2:15][CH2:16][CH2:17][B:18]([OH:22])[OH:19])[C:12]([OH:45])=[O:11], predict the reactants needed to synthesize it. The reactants are: N1CCC(CO)CC1.C([O:11][C:12](=[O:45])[C@:13]([NH:37]C(OC(C)(C)C)=O)([CH2:27][CH2:28][N:29]1[CH2:34][CH2:33][CH:32]([CH2:35][OH:36])[CH2:31][CH2:30]1)[CH2:14][CH2:15][CH2:16][CH2:17][B:18]1[O:22]C(C)(C)C(C)(C)[O:19]1)C.[ClH:46]. (2) Given the product [Cl:1][C:2]1[CH:7]=[CH:6][CH:5]=[CH:4][C:3]=1[C:8]1[CH:17]=[C:16]([CH2:18][N:38]2[CH2:39][CH2:40][N:35]([C:33]([O:32][CH2:29][CH:30]=[CH2:31])=[O:34])[CH:36]([C:41]([O:43][C:44]([CH3:47])([CH3:46])[CH3:45])=[O:42])[CH2:37]2)[CH:15]=[C:14]2[C:9]=1[CH2:10][NH:11][C:12](=[O:28])[N:13]2[C:20]1[C:21]([Cl:27])=[CH:22][CH:23]=[CH:24][C:25]=1[Cl:26], predict the reactants needed to synthesize it. The reactants are: [Cl:1][C:2]1[CH:7]=[CH:6][CH:5]=[CH:4][C:3]=1[C:8]1[CH:17]=[C:16]([CH:18]=O)[CH:15]=[C:14]2[C:9]=1[CH2:10][NH:11][C:12](=[O:28])[N:13]2[C:20]1[C:25]([Cl:26])=[CH:24][CH:23]=[CH:22][C:21]=1[Cl:27].[CH2:29]([O:32][C:33]([N:35]1[CH2:40][CH2:39][NH:38][CH2:37][CH:36]1[C:41]([O:43][C:44]([CH3:47])([CH3:46])[CH3:45])=[O:42])=[O:34])[CH:30]=[CH2:31]. (3) The reactants are: [Cl:1][C:2]1[C:3]([O:11][CH2:12][CH:13]2[CH2:15][CH2:14]2)=[CH:4][C:5]([C:8]([OH:10])=O)=[N:6][CH:7]=1.[NH2:16][C:17]1([CH2:22][OH:23])[CH2:21][CH2:20][CH2:19][CH2:18]1. Given the product [OH:23][CH2:22][C:17]1([NH:16][C:8]([C:5]2[CH:4]=[C:3]([O:11][CH2:12][CH:13]3[CH2:15][CH2:14]3)[C:2]([Cl:1])=[CH:7][N:6]=2)=[O:10])[CH2:21][CH2:20][CH2:19][CH2:18]1, predict the reactants needed to synthesize it. (4) Given the product [C:1]1([N:7]2[N:11]=[C:10]([CH:12]([C:20]([C:22]3[N:26]([CH3:27])[N:25]=[C:24]([CH3:28])[C:23]=3[CH3:29])=[O:19])[C:13]#[N:14])[C:9]([CH2:15][CH3:16])=[N:8]2)[CH:6]=[CH:5][CH:4]=[CH:3][CH:2]=1, predict the reactants needed to synthesize it. The reactants are: [C:1]1([N:7]2[N:11]=[C:10]([CH2:12][C:13]#[N:14])[C:9]([CH2:15][CH3:16])=[N:8]2)[CH:6]=[CH:5][CH:4]=[CH:3][CH:2]=1.C([O:19][C:20]([C:22]1[N:26]([CH3:27])[N:25]=[C:24]([CH3:28])[C:23]=1[CH3:29])=O)C.CCCCCCC.CC(C)([O-])C.[K+]. (5) Given the product [O:1]1[C:5]2[CH:6]=[CH:7][C:8]([C:10]3([C:13]([NH:15][C:16]4[CH:21]=[C:20]([C:22]5[CH:27]=[CH:26][C:25]([C:28]([N:29]([CH3:30])[CH3:31])=[O:32])=[CH:24][CH:23]=5)[C:19]([C:33]([NH:45][CH3:44])=[O:34])=[CH:18][CH:17]=4)=[O:14])[CH2:11][CH2:12]3)=[CH:9][C:4]=2[O:3][CH2:2]1, predict the reactants needed to synthesize it. The reactants are: [O:1]1[C:5]2[CH:6]=[CH:7][C:8]([C:10]3([C:13]([NH:15][C:16]4[CH:21]=[C:20]([C:22]5[CH:27]=[CH:26][C:25]([C:28](=[O:32])[N:29]([CH3:31])[CH3:30])=[CH:24][CH:23]=5)[C:19]([C:33](O)=[O:34])=[CH:18][CH:17]=4)=[O:14])[CH2:12][CH2:11]3)=[CH:9][C:4]=2[O:3][CH2:2]1.CN.O1CCCC1.C[CH2:44][N:45](CC)CC.F[P-](F)(F)(F)(F)F.N1(OC(N(C)C)=[N+](C)C)C2N=CC=CC=2N=N1.